Dataset: Catalyst prediction with 721,799 reactions and 888 catalyst types from USPTO. Task: Predict which catalyst facilitates the given reaction. Reactant: [CH2:1]([S:3](Cl)(=[O:5])=[O:4])[CH3:2].[F:7][CH:8]([F:38])[C:9]1[N:13]([C:14]2[N:19]=[C:18]([N:20]3[CH2:25][CH2:24][O:23][CH2:22][CH2:21]3)[N:17]=[C:16]([NH:26][C@H:27]3[CH2:32][CH2:31][C@H:30]([NH2:33])[CH2:29][CH2:28]3)[N:15]=2)[C:12]2[CH:34]=[CH:35][CH:36]=[CH:37][C:11]=2[N:10]=1.C(=O)C1C=CC=CC=1.C(O)C(N)(CO)CO. Product: [F:38][CH:8]([F:7])[C:9]1[N:13]([C:14]2[N:19]=[C:18]([N:20]3[CH2:21][CH2:22][O:23][CH2:24][CH2:25]3)[N:17]=[C:16]([NH:26][C@H:27]3[CH2:28][CH2:29][C@H:30]([NH:33][S:3]([CH2:1][CH3:2])(=[O:5])=[O:4])[CH2:31][CH2:32]3)[N:15]=2)[C:12]2[CH:34]=[CH:35][CH:36]=[CH:37][C:11]=2[N:10]=1. The catalyst class is: 236.